Dataset: Forward reaction prediction with 1.9M reactions from USPTO patents (1976-2016). Task: Predict the product of the given reaction. (1) Given the reactants Cl.[CH3:2][O:3][C:4](=[O:10])[C@H:5]([CH:7]([CH3:9])[CH3:8])[NH2:6].[O-]S([O-])(=O)=O.[Mg+2].[CH:17](=O)[CH2:18][CH2:19][CH2:20][CH2:21][CH2:22][CH2:23][CH2:24][CH2:25][CH3:26].CCN(CC)CC.[BH4-].[Na+], predict the reaction product. The product is: [CH2:17]([NH:6][C@@H:5]([CH:7]([CH3:9])[CH3:8])[C:4]([O:3][CH3:2])=[O:10])[CH2:18][CH2:19][CH2:20][CH2:21][CH2:22][CH2:23][CH2:24][CH2:25][CH3:26]. (2) Given the reactants [C:1]([O:6][CH3:7])(=[O:5])/[CH:2]=[CH:3]/[CH3:4].C1(C)C=CC=CC=1P(C1C=CC=CC=1C)C1C=CC=CC=1C.C(N(CC)CC)C.Br[C:38]1[CH:39]=[CH:40][C:41]2[O:45][N:44]=[C:43]([C:46]3[CH:51]=[C:50]([CH:52]([CH3:54])[CH3:53])[CH:49]=[C:48]([CH:55]([CH3:57])[CH3:56])[C:47]=3[O:58][CH2:59][CH3:60])[C:42]=2[CH:61]=1, predict the reaction product. The product is: [CH3:7][O:6][C:1](=[O:5])[CH:2]=[C:3]([C:38]1[CH:39]=[CH:40][C:41]2[O:45][N:44]=[C:43]([C:46]3[CH:51]=[C:50]([CH:52]([CH3:53])[CH3:54])[CH:49]=[C:48]([CH:55]([CH3:56])[CH3:57])[C:47]=3[O:58][CH2:59][CH3:60])[C:42]=2[CH:61]=1)[CH3:4]. (3) Given the reactants [NH2:1][CH2:2][C:3]1[N:4]([CH3:14])[CH:5]=[C:6]([O:10][CH2:11][CH2:12][CH3:13])[C:7](=[O:9])[CH:8]=1.CO[CH:17]=[C:18]1[C:27]2[C:22](=[CH:23][CH:24]=[C:25]([I:28])[CH:26]=2)[C:21](=[O:29])[NH:20][C:19]1=[O:30], predict the reaction product. The product is: [I:28][C:25]1[CH:26]=[C:27]2[C:22](=[CH:23][CH:24]=1)[C:21](=[O:29])[NH:20][C:19](=[O:30])[C:18]2=[CH:17][NH:1][CH2:2][C:3]1[N:4]([CH3:14])[CH:5]=[C:6]([O:10][CH2:11][CH2:12][CH3:13])[C:7](=[O:9])[CH:8]=1. (4) Given the reactants Br[C:2]1[CH:3]=[C:4]2[C:9](=[CH:10][CH:11]=1)[N:8]=[C:7]([CH3:12])[CH:6]=[CH:5]2.[NH2:13][C:14]1[CH:28]=[CH:27][C:17]([C:18]([C:20]2[CH:25]=[CH:24][CH:23]=[CH:22][C:21]=2[CH3:26])=[O:19])=[C:16]([Cl:29])[CH:15]=1.C(O[Na])(C)(C)C, predict the reaction product. The product is: [Cl:29][C:16]1[CH:15]=[C:14]([NH:13][C:2]2[CH:3]=[C:4]3[C:9](=[CH:10][CH:11]=2)[N:8]=[C:7]([CH3:12])[CH:6]=[CH:5]3)[CH:28]=[CH:27][C:17]=1[C:18]([C:20]1[CH:25]=[CH:24][CH:23]=[CH:22][C:21]=1[CH3:26])=[O:19]. (5) Given the reactants Br[CH2:2][CH2:3][O:4][CH:5]1[CH2:10][CH2:9][CH2:8][CH2:7][O:6]1.[CH2:11]([O:18][CH2:19][CH:20]([OH:30])[CH2:21][O:22][CH2:23][C:24]1[CH:29]=[CH:28][CH:27]=[CH:26][CH:25]=1)[C:12]1[CH:17]=[CH:16][CH:15]=[CH:14][CH:13]=1.[OH-].[Na+].O, predict the reaction product. The product is: [CH2:11]([O:18][CH2:19][CH:20]([CH2:21][O:22][CH2:23][C:24]1[CH:25]=[CH:26][CH:27]=[CH:28][CH:29]=1)[O:30][CH2:2][CH2:3][O:4][CH:5]1[CH2:10][CH2:9][CH2:8][CH2:7][O:6]1)[C:12]1[CH:13]=[CH:14][CH:15]=[CH:16][CH:17]=1. (6) Given the reactants Br[C:2]1[C:10]2[C:5](=[CH:6][N:7]=[C:8]([Cl:11])[CH:9]=2)[N:4]([CH3:12])[CH:3]=1.CC1(C)C(C)(C)OB([C:21]2[CH:26]=[CH:25][C:24]([NH:27][C:28](=[O:34])[O:29][C:30]([CH3:33])([CH3:32])[CH3:31])=[CH:23][CH:22]=2)O1.C([O-])([O-])=O.[Cs+].[Cs+].O, predict the reaction product. The product is: [Cl:11][C:8]1[CH:9]=[C:10]2[C:2]([C:21]3[CH:22]=[CH:23][C:24]([NH:27][C:28](=[O:34])[O:29][C:30]([CH3:32])([CH3:31])[CH3:33])=[CH:25][CH:26]=3)=[CH:3][N:4]([CH3:12])[C:5]2=[CH:6][N:7]=1.